From a dataset of Reaction yield outcomes from USPTO patents with 853,638 reactions. Predict the reaction yield, written as a fraction of the theoretical maximum amount of product (1.0 means a 100% yield; for example, 0.34 means a 34% yield). (1) The reactants are [C:1]([N:4]1[C:12]2[C:7](=[CH:8][C:9]([C:13]([OH:15])=O)=[CH:10][CH:11]=2)[CH:6]=[N:5]1)(=[O:3])[CH3:2].C1N=CN(C(N2C=NC=C2)=O)C=1.[CH2:28]([O:30][C:31](=[O:36])[CH2:32]C(O)=O)[CH3:29].CCN(CC)CC.[Mg+2].[Cl-].[Cl-].[K]. The catalyst is O1CCCC1.C(#N)C. The product is [C:1]([N:4]1[C:12]2[C:7](=[CH:8][C:9]([C:13](=[O:15])[CH2:32][C:31]([O:30][CH2:28][CH3:29])=[O:36])=[CH:10][CH:11]=2)[CH:6]=[N:5]1)(=[O:3])[CH3:2]. The yield is 0.750. (2) The reactants are Br[C:2]1[CH:7]=[CH:6][CH:5]=[C:4]([N+:8]([O-:10])=[O:9])[CH:3]=1.[CH3:11][O:12][CH2:13][CH:14]1[CH2:18][CH2:17][CH2:16][NH:15]1.C([O-])([O-])=O.[Cs+].[Cs+]. The catalyst is O1CCOCC1.C1C=CC(/C=C/C(/C=C/C2C=CC=CC=2)=O)=CC=1.C1C=CC(/C=C/C(/C=C/C2C=CC=CC=2)=O)=CC=1.[Pd].CC(C1C=C(C(C)C)C(C2C=CC=CC=2P(C2CCCCC2)C2CCCCC2)=C(C(C)C)C=1)C. The product is [CH3:11][O:12][CH2:13][CH:14]1[CH2:18][CH2:17][CH2:16][N:15]1[C:2]1[CH:7]=[CH:6][CH:5]=[C:4]([N+:8]([O-:10])=[O:9])[CH:3]=1. The yield is 0.720. (3) The reactants are [CH2:1]([N:3]([CH2:37][CH3:38])[CH2:4][CH2:5][CH2:6][NH:7][C:8]1[N:9]=[C:10]([C:27]2[C:28]([CH3:36])=[C:29]([CH:33]=[CH:34][CH:35]=2)[C:30]([OH:32])=O)[C:11]2[CH:17]=[CH:16][C:15](=[O:18])[N:14]([C:19]3[C:24]([F:25])=[CH:23][CH:22]=[CH:21][C:20]=3[F:26])[C:12]=2[N:13]=1)[CH3:2].CN(C(ON1N=NC2C=CC=CC1=2)=[N+](C)C)C.F[P-](F)(F)(F)(F)F.C(N(CC)CC)C.[S:70]1[CH:74]=[CH:73][N:72]=[C:71]1[NH2:75]. The catalyst is CN(C=O)C. The product is [CH2:1]([N:3]([CH2:37][CH3:38])[CH2:4][CH2:5][CH2:6][NH:7][C:8]1[N:9]=[C:10]([C:27]2[C:28]([CH3:36])=[C:29]([CH:33]=[CH:34][CH:35]=2)[C:30]([NH:75][C:71]2[S:70][CH:74]=[CH:73][N:72]=2)=[O:32])[C:11]2[CH:17]=[CH:16][C:15](=[O:18])[N:14]([C:19]3[C:20]([F:26])=[CH:21][CH:22]=[CH:23][C:24]=3[F:25])[C:12]=2[N:13]=1)[CH3:2]. The yield is 0.300. (4) The reactants are [F:1][C:2]1[C:3]([NH2:9])=[N:4][C:5](=[O:8])[NH:6][CH:7]=1.CC#N.[C:13]1([S:19](Cl)(=[O:21])=[O:20])[CH:18]=[CH:17][CH:16]=[CH:15][CH:14]=1. The catalyst is O. The product is [NH2:9][C:3]1[C:2]([F:1])=[CH:7][N:6]([S:19]([C:13]2[CH:18]=[CH:17][CH:16]=[CH:15][CH:14]=2)(=[O:21])=[O:20])[C:5](=[O:8])[N:4]=1. The yield is 0.720. (5) The reactants are C([O:4][CH2:5][C:6]([CH3:49])([CH3:48])[CH2:7][N:8]1[C:14]2[CH:15]=[CH:16][C:17]([Cl:19])=[CH:18][C:13]=2[C@@H:12]([C:20]2[CH:25]=[CH:24][CH:23]=[C:22]([O:26][CH3:27])[C:21]=2[O:28][CH3:29])[O:11][C@H:10]([CH2:30][C:31]([NH:33][C:34]2[CH:35]=[C:36]([CH2:40][CH2:41][C:42]([O:44]CC)=[O:43])[CH:37]=[CH:38][CH:39]=2)=[O:32])[C:9]1=[O:47])(=O)C.[OH-].[Na+].C(O)C. The catalyst is O. The product is [Cl:19][C:17]1[CH:16]=[CH:15][C:14]2[N:8]([CH2:7][C:6]([CH3:49])([CH3:48])[CH2:5][OH:4])[C:9](=[O:47])[C@@H:10]([CH2:30][C:31]([NH:33][C:34]3[CH:35]=[C:36]([CH2:40][CH2:41][C:42]([OH:44])=[O:43])[CH:37]=[CH:38][CH:39]=3)=[O:32])[O:11][C@H:12]([C:20]3[CH:25]=[CH:24][CH:23]=[C:22]([O:26][CH3:27])[C:21]=3[O:28][CH3:29])[C:13]=2[CH:18]=1. The yield is 1.00. (6) The reactants are [C:1]([O:5][C:6]([NH:8][C@H:9]([CH2:13][C:14]1[CH:19]=[CH:18][C:17]([C:20]([F:23])([F:22])[F:21])=[CH:16][CH:15]=1)[C:10](O)=[O:11])=[O:7])([CH3:4])([CH3:3])[CH3:2].[NH2:24][C:25]1[CH:26]=[CH:27][C:28]2[C:32]([CH3:34])([CH3:33])[O:31][B:30]([OH:35])[C:29]=2[CH:36]=1.CCN(C(C)C)C(C)C.CN(C(ON1N=NC2C=CC=NC1=2)=[N+](C)C)C.F[P-](F)(F)(F)(F)F. The catalyst is C(Cl)Cl.CCCCCC.CCOC(C)=O. The product is [OH:35][B:30]1[C:29]2[CH:36]=[C:25]([NH:24][C:10](=[O:11])[C@H:9]([NH:8][C:6](=[O:7])[O:5][C:1]([CH3:3])([CH3:2])[CH3:4])[CH2:13][C:14]3[CH:19]=[CH:18][C:17]([C:20]([F:22])([F:21])[F:23])=[CH:16][CH:15]=3)[CH:26]=[CH:27][C:28]=2[C:32]([CH3:34])([CH3:33])[O:31]1. The yield is 0.600. (7) The reactants are [Br:1][C:2]1[N:3]=[CH:4][N:5]([CH2:7][C:8]2[CH:19]=[CH:18][C:11]3[N:12]=[C:13](S(C)=O)[S:14][C:10]=3[CH:9]=2)[CH:6]=1.[NH2:20][C@@H:21]1[CH2:26][CH2:25][CH2:24][CH2:23][C@H:22]1[OH:27].CCN(C(C)C)C(C)C.O. The catalyst is CC(N(C)C)=O. The product is [Br:1][C:2]1[N:3]=[CH:4][N:5]([CH2:7][C:8]2[CH:19]=[CH:18][C:11]3[N:12]=[C:13]([NH:20][C@@H:21]4[CH2:26][CH2:25][CH2:24][CH2:23][C@H:22]4[OH:27])[S:14][C:10]=3[CH:9]=2)[CH:6]=1. The yield is 0.680.